This data is from HIV replication inhibition screening data with 41,000+ compounds from the AIDS Antiviral Screen. The task is: Binary Classification. Given a drug SMILES string, predict its activity (active/inactive) in a high-throughput screening assay against a specified biological target. (1) The compound is O=P(Oc1ccccc1)(Oc1ccccc1)N1CCOCC1. The result is 0 (inactive). (2) The drug is N#Cc1c(N)oc(-c2ccc([N+](=O)[O-])cc2)c1C#N. The result is 0 (inactive). (3) The compound is Cl.N=C(N)SCc1ccc2c(c1)S(=O)(=O)c1ccccc1O2. The result is 0 (inactive). (4) The drug is COC(=O)C(Cc1ccc(O)cc1)NC(=O)C(COCc1ccccc1)NC(=O)OCc1ccccc1. The result is 0 (inactive). (5) The molecule is CC1CN=C(N(C(=O)Nc2ccccc2)C2CCCCC2)S1. The result is 0 (inactive). (6) The drug is CC(=O)NC(=Cc1ccc(C=C(NC(C)=O)c2nc3ccc(Cl)cc3[nH]2)cc1)c1nc2ccccc2[nH]1. The result is 0 (inactive).